Task: Predict the reaction yield, written as a fraction of the theoretical maximum amount of product (1.0 means a 100% yield; for example, 0.34 means a 34% yield).. Dataset: Reaction yield outcomes from USPTO patents with 853,638 reactions (1) The reactants are CC1(C)[O:6][CH:5]([CH2:7][N:8]2[CH:12]=[C:11]([C:13]3[CH:14]=[C:15]4[C:20](=[CH:21][CH:22]=3)[CH:19]=[N:18][C:17]([NH:23][C:24]3[CH:29]=[CH:28][C:27]([C:30]5[N:34]([CH3:35])[C:33]([CH3:36])=[N:32][CH:31]=5)=[CH:26][C:25]=3[O:37][CH3:38])=[CH:16]4)[CH:10]=[N:9]2)[CH2:4][O:3]1.C(O)(C(F)(F)F)=O. The catalyst is C1COCC1. The product is [CH3:35][N:34]1[C:30]([C:27]2[CH:28]=[CH:29][C:24]([NH:23][C:17]3[N:18]=[CH:19][C:20]4[C:15]([CH:16]=3)=[CH:14][C:13]([C:11]3[CH:10]=[N:9][N:8]([CH2:7][CH:5]([OH:6])[CH2:4][OH:3])[CH:12]=3)=[CH:22][CH:21]=4)=[C:25]([O:37][CH3:38])[CH:26]=2)=[CH:31][N:32]=[C:33]1[CH3:36]. The yield is 0.970. (2) The reactants are [I:1]Cl.[Cl:3][C:4]1[CH:9]=[C:8]([C:10]([F:13])([F:12])[F:11])[CH:7]=[CH:6][C:5]=1[NH2:14].[OH-].[Na+]. The catalyst is Cl.O. The product is [Cl:3][C:4]1[CH:9]=[C:8]([C:10]([F:12])([F:13])[F:11])[CH:7]=[C:6]([I:1])[C:5]=1[NH2:14]. The yield is 0.970. (3) The reactants are [OH:1][C:2]1[CH:7]=[CH:6][C:5]([CH2:8][C@H:9]([NH:35][C:36](=[O:48])[C@@H:37]([N:39]([CH3:47])[C:40](=[O:46])[O:41][C:42]([CH3:45])([CH3:44])[CH3:43])[CH3:38])[C:10](=[O:34])[N:11]2[C@H:20]([C:21](=[O:33])[NH:22][C@H:23]3[C:32]4[C:27](=[CH:28][CH:29]=[CH:30][CH:31]=4)[CH2:26][CH2:25][CH2:24]3)[CH2:19][C:18]3[C:13](=[CH:14][CH:15]=[CH:16][CH:17]=3)[CH2:12]2)=[CH:4][CH:3]=1.Br[CH2:50][C:51]1[CH:60]=[CH:59][C:54]([C:55]([O:57][CH3:58])=[O:56])=[CH:53][CH:52]=1.C([O-])([O-])=O.[Cs+].[Cs+].[NH4+].[Cl-]. The catalyst is CN(C=O)C.CCOC(C)=O. The product is [C:42]([O:41][C:40]([N:39]([CH3:47])[C@@H:37]([CH3:38])[C:36]([NH:35][C@H:9]([C:10](=[O:34])[N:11]1[C@H:20]([C:21](=[O:33])[NH:22][C@H:23]2[C:32]3[C:27](=[CH:28][CH:29]=[CH:30][CH:31]=3)[CH2:26][CH2:25][CH2:24]2)[CH2:19][C:18]2[C:13](=[CH:14][CH:15]=[CH:16][CH:17]=2)[CH2:12]1)[CH2:8][C:5]1[CH:4]=[CH:3][C:2]([O:1][CH2:50][C:51]2[CH:60]=[CH:59][C:54]([C:55]([O:57][CH3:58])=[O:56])=[CH:53][CH:52]=2)=[CH:7][CH:6]=1)=[O:48])=[O:46])([CH3:43])([CH3:44])[CH3:45]. The yield is 1.00.